Dataset: Catalyst prediction with 721,799 reactions and 888 catalyst types from USPTO. Task: Predict which catalyst facilitates the given reaction. (1) Reactant: [Br:1][C:2]1([CH:9]=[C:8](O)C=[CH:6][CH2:5]1)C=O.[C:11]([O-:14])([O-])=O.[Cs+].[Cs+].[CH2:17](Br)[C:18]1[CH:23]=[CH:22][CH:21]=[CH:20][CH:19]=1.CN([CH:28]=[O:29])C. The catalyst class is: 6. Product: [CH2:17]([O:29][C:28]1[CH:6]=[CH:5][C:2]([Br:1])=[C:9]([CH:8]=1)[CH:11]=[O:14])[C:18]1[CH:23]=[CH:22][CH:21]=[CH:20][CH:19]=1. (2) Reactant: [CH3:1][C:2]1[CH:3]=[CH:4][C:5]([N:20]2[N:24]=[CH:23][CH:22]=[N:21]2)=[C:6]([CH:19]=1)[C:7]([N:9]1[CH2:13][CH2:12][O:11][CH:10]1[C:14](OCC)=[O:15])=[O:8].[BH4-].[Na+]. Product: [OH:15][CH2:14][CH:10]1[N:9]([C:7]([C:6]2[CH:19]=[C:2]([CH3:1])[CH:3]=[CH:4][C:5]=2[N:20]2[N:24]=[CH:23][CH:22]=[N:21]2)=[O:8])[CH2:13][CH2:12][O:11]1. The catalyst class is: 5.